The task is: Predict the reaction yield, written as a fraction of the theoretical maximum amount of product (1.0 means a 100% yield; for example, 0.34 means a 34% yield).. This data is from Reaction yield outcomes from USPTO patents with 853,638 reactions. (1) The reactants are [Cl:1][C:2]1[N:7]=[C:6](I)[C:5]([OH:9])=[CH:4][CH:3]=1.[CH3:10][Si:11]([CH3:29])([CH3:28])[CH2:12][CH2:13][O:14][CH2:15][N:16]1[C:20]2=[N:21][CH:22]=[CH:23][CH:24]=[C:19]2[CH:18]=[C:17]1B(O)O. The catalyst is O1CCOCC1.C1C=CC(P(C2C=CC=CC=2)[C-]2C=CC=C2)=CC=1.C1C=CC(P(C2C=CC=CC=2)[C-]2C=CC=C2)=CC=1.Cl[Pd]Cl.[Fe+2]. The product is [Cl:1][C:2]1[N:7]=[C:6]([C:17]2[N:16]([CH2:15][O:14][CH2:13][CH2:12][Si:11]([CH3:29])([CH3:28])[CH3:10])[C:20]3=[N:21][CH:22]=[CH:23][CH:24]=[C:19]3[CH:18]=2)[C:5]([OH:9])=[CH:4][CH:3]=1. The yield is 0.290. (2) The reactants are [CH3:1][O:2][C:3]1[C:4](=[O:32])[C:5]([CH3:31])=[C:6]([CH2:12][C:13]2[C:14]([O:27]C(=O)C)=[C:15]([CH:24]=[CH:25][CH:26]=2)[C:16]([N:18]2[CH2:23][CH2:22][O:21][CH2:20][CH2:19]2)=[O:17])[C:7](=[O:11])[C:8]=1[O:9][CH3:10].C(=O)([O-])O.[Na+]. The catalyst is CO.O. The product is [CH3:1][O:2][C:3]1[C:4](=[O:32])[C:5]([CH3:31])=[C:6]([CH2:12][C:13]2[C:14]([OH:27])=[C:15]([CH:24]=[CH:25][CH:26]=2)[C:16]([N:18]2[CH2:23][CH2:22][O:21][CH2:20][CH2:19]2)=[O:17])[C:7](=[O:11])[C:8]=1[O:9][CH3:10]. The yield is 0.480. (3) The reactants are C([O:4][C@H:5]1[C@@H:26]([O:27]C(=O)C)[C@H:25]([O:31]C(=O)C)[C@@H:24]([CH2:35][O:36]C(=O)C)[O:23][C@@H:6]1[O:7][C:8]1[CH:13]=[CH:12][C:11]([N:14]2[C:22]3[C:17](=[CH:18][CH:19]=[CH:20][CH:21]=3)[CH2:16][CH2:15]2)=[CH:10][CH:9]=1)(=O)C.C[O-].[Na+]. The catalyst is CO. The product is [O:7]([C:8]1[CH:9]=[CH:10][C:11]([N:14]2[C:22]3[C:17](=[CH:18][CH:19]=[CH:20][CH:21]=3)[CH2:16][CH2:15]2)=[CH:12][CH:13]=1)[C@H:6]1[O:23][C@H:24]([CH2:35][OH:36])[C@@H:25]([OH:31])[C@H:26]([OH:27])[C@@H:5]1[OH:4]. The yield is 0.370.